Dataset: Forward reaction prediction with 1.9M reactions from USPTO patents (1976-2016). Task: Predict the product of the given reaction. (1) The product is: [OH:1][C:2]1([C:6]2[C:7]([O:15][C@@H:16]([CH3:21])[C:17]([F:20])([F:18])[F:19])=[CH:8][C:9]([C:12]([NH:35][C:28]([CH3:34])([C:25]3[N:24]=[C:23]([CH3:22])[O:27][N:26]=3)[CH2:29][S:30]([CH3:33])(=[O:32])=[O:31])=[O:14])=[N:10][CH:11]=2)[CH2:5][CH2:4][CH2:3]1. Given the reactants [OH:1][C:2]1([C:6]2[C:7]([O:15][C@@H:16]([CH3:21])[C:17]([F:20])([F:19])[F:18])=[CH:8][C:9]([C:12]([OH:14])=O)=[N:10][CH:11]=2)[CH2:5][CH2:4][CH2:3]1.[CH3:22][C:23]1[O:27][N:26]=[C:25]([C:28]([NH2:35])([CH3:34])[CH2:29][S:30]([CH3:33])(=[O:32])=[O:31])[N:24]=1.Br, predict the reaction product. (2) Given the reactants [Cl:1][C:2]1[CH:39]=[CH:38][C:5]([CH2:6][N:7]2[C:15]([C:16]3[CH:33]=[CH:32][C:19]([O:20][C:21]4[CH:30]=[CH:29][CH:28]=[C:27]5[C:22]=4[CH2:23][CH2:24][CH2:25][C:26]5=[O:31])=[CH:18][CH:17]=3)=[C:14]3[C:9]([C:10]([C:34]([F:37])([F:36])[F:35])=[CH:11][CH:12]=[CH:13]3)=[N:8]2)=[C:4]([F:40])[CH:3]=1.[BH4-].[Na+], predict the reaction product. The product is: [Cl:1][C:2]1[CH:39]=[CH:38][C:5]([CH2:6][N:7]2[C:15]([C:16]3[CH:33]=[CH:32][C:19]([O:20][C:21]4[CH:30]=[CH:29][CH:28]=[C:27]5[C:22]=4[CH2:23][CH2:24][CH2:25][CH:26]5[OH:31])=[CH:18][CH:17]=3)=[C:14]3[C:9]([C:10]([C:34]([F:36])([F:37])[F:35])=[CH:11][CH:12]=[CH:13]3)=[N:8]2)=[C:4]([F:40])[CH:3]=1.